From a dataset of CYP2D6 inhibition data for predicting drug metabolism from PubChem BioAssay. Regression/Classification. Given a drug SMILES string, predict its absorption, distribution, metabolism, or excretion properties. Task type varies by dataset: regression for continuous measurements (e.g., permeability, clearance, half-life) or binary classification for categorical outcomes (e.g., BBB penetration, CYP inhibition). Dataset: cyp2d6_veith. (1) The molecule is COC(=O)c1ccccc1NC(=O)c1ccc(F)cc1. The result is 1 (inhibitor). (2) The drug is CN1[C@H]2CCC[C@@H]1CC(=O)C2. The result is 0 (non-inhibitor). (3) The molecule is CCOC(=O)c1[nH]c2cc(OC)c(OC)cc2c1NC(=O)c1nonc1C. The result is 0 (non-inhibitor). (4) The result is 0 (non-inhibitor). The molecule is Fc1ccc(-c2[nH]ncc2-c2nnnn2-c2ccccc2)c(F)c1. (5) The molecule is COc1ncc2nc(-c3ccc(Cl)cc3)c(=O)n(-c3ccccc3)c2n1. The result is 0 (non-inhibitor). (6) The compound is COc1ccc(Oc2ncc3ncc(=O)n(Cc4ccc(F)cc4)c3n2)cc1. The result is 0 (non-inhibitor). (7) The drug is Cc1ccc(NC2c3ncccc3C(=O)N2Cc2ccc(F)cc2)cc1. The result is 0 (non-inhibitor). (8) The drug is COc1ncc2nc(-c3cn(C)c4ccccc34)c(=O)n(-c3ccccc3)c2n1. The result is 0 (non-inhibitor). (9) The drug is CNC(=S)N1N=C(c2ccc(OC)cc2)CC1c1ccc(N(C)C)cc1. The result is 0 (non-inhibitor). (10) The molecule is O=c1ccc(Oc2nc(N3CCOCC3)nc(N3CCOCC3)n2)n[nH]1. The result is 0 (non-inhibitor).